This data is from Reaction yield outcomes from USPTO patents with 853,638 reactions. The task is: Predict the reaction yield, written as a fraction of the theoretical maximum amount of product (1.0 means a 100% yield; for example, 0.34 means a 34% yield). (1) The reactants are [Br:1][C:2]1[C:3]([C:16](=O)[NH2:17])=[CH:4][C:5]([NH:8][C:9](=[O:15])[O:10][C:11]([CH3:14])([CH3:13])[CH3:12])=[N:6][CH:7]=1.COC1C=CC(P2(SP(C3C=CC(OC)=CC=3)(=S)S2)=[S:28])=CC=1. The catalyst is O1CCCC1. The product is [Br:1][C:2]1[C:3]([C:16](=[S:28])[NH2:17])=[CH:4][C:5]([NH:8][C:9](=[O:15])[O:10][C:11]([CH3:14])([CH3:13])[CH3:12])=[N:6][CH:7]=1. The yield is 0.940. (2) The reactants are [C:1]([C:3]1[CH:8]=[CH:7][CH:6]=[CH:5][C:4]=1[C:9]1[CH:14]=[CH:13][C:12]([CH2:15][CH:16]([C:22](=O)[CH2:23][CH2:24][CH3:25])[C:17](OCC)=[O:18])=[CH:11][CH:10]=1)#[N:2].[CH3:27][C:28]1[NH:29][C:30]([NH:33][CH:34]2[CH2:39][CH2:38][CH:37]([CH3:40])[O:36][CH2:35]2)=[N:31][N:32]=1. No catalyst specified. The product is [CH3:27][C:28]1[N:29]=[C:30]2[N:33]([CH:34]3[CH2:39][CH2:38][CH:37]([CH3:40])[O:36][CH2:35]3)[C:17](=[O:18])[C:16]([CH2:15][C:12]3[CH:13]=[CH:14][C:9]([C:4]4[C:3]([C:1]#[N:2])=[CH:8][CH:7]=[CH:6][CH:5]=4)=[CH:10][CH:11]=3)=[C:22]([CH2:23][CH2:24][CH3:25])[N:31]2[N:32]=1. The yield is 0.300. (3) The reactants are Cl[C:2]1[N:11]=[C:10]([N:12]([C:14]2[CH:19]=[CH:18][C:17]([O:20][CH3:21])=[CH:16][CH:15]=2)[CH3:13])[C:9]2[C:4](=[CH:5][CH:6]=[CH:7][CH:8]=2)[N:3]=1.[NH4+].[F-:23]. The catalyst is CN1CCCC1=O.C(Cl)Cl. The product is [F:23][C:2]1[N:11]=[C:10]([N:12]([C:14]2[CH:19]=[CH:18][C:17]([O:20][CH3:21])=[CH:16][CH:15]=2)[CH3:13])[C:9]2[C:4](=[CH:5][CH:6]=[CH:7][CH:8]=2)[N:3]=1. The yield is 0.100. (4) The reactants are [CH3:1][N:2]1[CH2:7][CH2:6][C:5]([C:23]2[CH:28]=[CH:27][C:26]([F:29])=[CH:25][CH:24]=2)([CH:8]([O:20][CH:21]=[CH2:22])[C:9]2[C:18]3[C:13](=[CH:14][CH:15]=[CH:16][CH:17]=3)[CH:12]=[C:11](Br)[CH:10]=2)[CH2:4][CH2:3]1.C([O-])(O)=O.[Na+].[CH3:35][N:36](C=O)C. The catalyst is [Pd].C1(P(C2C=CC=CC=2)C2C=CC=CC=2)C=CC=CC=1.C1(P(C2C=CC=CC=2)C2C=CC=CC=2)C=CC=CC=1.C1(P(C2C=CC=CC=2)C2C=CC=CC=2)C=CC=CC=1.C1(P(C2C=CC=CC=2)C2C=CC=CC=2)C=CC=CC=1.[Cu]I. The product is [CH3:1][N:2]1[CH2:7][CH2:6][C:5]([C:23]2[CH:28]=[CH:27][C:26]([F:29])=[CH:25][CH:24]=2)([CH:8]([O:20][CH:21]=[CH2:22])[C:9]2[C:18]3[C:13](=[CH:14][CH:15]=[CH:16][CH:17]=3)[CH:12]=[C:11]([C:35]#[N:36])[CH:10]=2)[CH2:4][CH2:3]1. The yield is 0.390.